Dataset: Full USPTO retrosynthesis dataset with 1.9M reactions from patents (1976-2016). Task: Predict the reactants needed to synthesize the given product. (1) Given the product [Cl:1][C:2]1[CH:3]=[C:4]([CH:21]=[C:22]([N:24]([CH2:25][CH:26]2[CH2:28][CH2:27]2)[CH2:29][CH3:30])[CH:23]=1)[CH2:5][O:6][C:7]1[CH:12]=[CH:11][CH:10]=[CH:9][C:8]=1[CH2:13][C:14]([O:16][C:17]([CH3:20])([CH3:19])[CH3:18])=[O:15], predict the reactants needed to synthesize it. The reactants are: [Cl:1][C:2]1[CH:3]=[C:4]([CH:21]=[C:22]([NH:24][CH2:25][CH:26]2[CH2:28][CH2:27]2)[CH:23]=1)[CH2:5][O:6][C:7]1[CH:12]=[CH:11][CH:10]=[CH:9][C:8]=1[CH2:13][C:14]([O:16][C:17]([CH3:20])([CH3:19])[CH3:18])=[O:15].[C:29](O)(=O)[CH3:30].C(=O)C.C(O[BH-](OC(=O)C)OC(=O)C)(=O)C.[Na+].C(=O)(O)[O-].[Na+]. (2) The reactants are: FC(F)(F)C(O)=O.[CH3:8][C:9]1[C:18]2[CH:17]=[N:16][C:15]([NH:19][C@H:20]3[CH2:25][CH2:24][CH2:23][CH2:22][C@H:21]3[NH2:26])=[N:14][C:13]=2[C:12]([C:27]2[C:35]3[C:30](=[CH:31][C:32]([C:36]([F:39])([F:38])[F:37])=[CH:33][CH:34]=3)[N:29](S(C3C=CC(C)=CC=3)(=O)=O)[CH:28]=2)=[CH:11][N:10]=1.[OH-].[Na+]. Given the product [CH3:8][C:9]1[C:18]2[CH:17]=[N:16][C:15]([NH:19][C@H:20]3[CH2:25][CH2:24][CH2:23][CH2:22][C@H:21]3[NH2:26])=[N:14][C:13]=2[C:12]([C:27]2[C:35]3[C:30](=[CH:31][C:32]([C:36]([F:39])([F:37])[F:38])=[CH:33][CH:34]=3)[NH:29][CH:28]=2)=[CH:11][N:10]=1, predict the reactants needed to synthesize it. (3) Given the product [C:1]([O:5][C:6]([N:8]1[CH2:13][CH2:12][N:11]([CH2:22][C:21]#[CH:20])[CH2:10][CH2:9]1)=[O:7])([CH3:4])([CH3:2])[CH3:3], predict the reactants needed to synthesize it. The reactants are: [C:1]([O:5][C:6]([N:8]1[CH2:13][CH2:12][NH:11][CH2:10][CH2:9]1)=[O:7])([CH3:4])([CH3:3])[CH3:2].C([O-])([O-])=O.[K+].[K+].[CH2:20](Br)[C:21]#[CH:22]. (4) Given the product [C:13]([S:12][CH2:11][CH2:10][NH:9][C:7]([C:6]1[CH:5]=[CH:4][C:3]([CH2:2][O:1][S:41]([CH3:44])(=[O:43])=[O:42])=[CH:33][CH:32]=1)=[O:8])([C:26]1[CH:27]=[CH:28][CH:29]=[CH:30][CH:31]=1)([C:14]1[CH:19]=[CH:18][CH:17]=[CH:16][CH:15]=1)[C:20]1[CH:21]=[CH:22][CH:23]=[CH:24][CH:25]=1, predict the reactants needed to synthesize it. The reactants are: [OH:1][CH2:2][C:3]1[CH:33]=[CH:32][C:6]([C:7]([NH:9][CH2:10][CH2:11][S:12][C:13]([C:26]2[CH:31]=[CH:30][CH:29]=[CH:28][CH:27]=2)([C:20]2[CH:25]=[CH:24][CH:23]=[CH:22][CH:21]=2)[C:14]2[CH:19]=[CH:18][CH:17]=[CH:16][CH:15]=2)=[O:8])=[CH:5][CH:4]=1.CN1CCCC1=O.[S:41](Cl)([CH3:44])(=[O:43])=[O:42]. (5) Given the product [NH2:1][C:2]1[CH:3]=[CH:4][C:5]([CH3:19])=[C:6]([C:8]2[C:9]3[CH:16]=[C:15]([CH2:17][O:18][C:21]4[CH:26]=[CH:25][C:24]([C@@H:27]([C:34]#[C:35][CH3:36])[CH2:28][C:29]([O:31][CH2:32][CH3:33])=[O:30])=[CH:23][CH:22]=4)[CH:14]=[CH:13][C:10]=3[S:11][CH:12]=2)[CH:7]=1, predict the reactants needed to synthesize it. The reactants are: [NH2:1][C:2]1[CH:3]=[CH:4][C:5]([CH3:19])=[C:6]([C:8]2[C:9]3[CH:16]=[C:15]([CH2:17][OH:18])[CH:14]=[CH:13][C:10]=3[S:11][CH:12]=2)[CH:7]=1.O[C:21]1[CH:26]=[CH:25][C:24]([C@@H:27]([C:34]#[C:35][CH3:36])[CH2:28][C:29]([O:31][CH2:32][CH3:33])=[O:30])=[CH:23][CH:22]=1.P(CCCC)(CCCC)CCCC.C1CCN(C(N=NC(N2CCCCC2)=O)=O)CC1. (6) Given the product [S:1]1[C:5]2[CH:6]=[CH:7][CH:8]=[CH:9][C:4]=2[N:3]=[C:2]1[C:10]1[C:15](=[O:16])[NH:14][C:13]([CH:17]2[CH2:22][CH2:21][N:20]([C:23]([O:25][CH2:26][C:27]3[CH:32]=[CH:31][CH:30]=[CH:29][CH:28]=3)=[O:24])[CH2:19][CH2:18]2)=[N:12][C:11]=1[NH:34][C@@H:35]1[CH2:40][CH2:39][CH2:38][N:37]([C:41]([O:43][C:44]([CH3:47])([CH3:46])[CH3:45])=[O:42])[CH2:36]1, predict the reactants needed to synthesize it. The reactants are: [S:1]1[C:5]2[CH:6]=[CH:7][CH:8]=[CH:9][C:4]=2[N:3]=[C:2]1[C:10]1[C:11](Cl)=[N:12][C:13]([CH:17]2[CH2:22][CH2:21][N:20]([C:23]([O:25][CH2:26][C:27]3[CH:32]=[CH:31][CH:30]=[CH:29][CH:28]=3)=[O:24])[CH2:19][CH2:18]2)=[N:14][C:15]=1[OH:16].[NH2:34][C@@H:35]1[CH2:40][CH2:39][CH2:38][N:37]([C:41]([O:43][C:44]([CH3:47])([CH3:46])[CH3:45])=[O:42])[CH2:36]1.C(N(C(C)C)C(C)C)C. (7) Given the product [ClH:27].[C:1]([N:5]1[CH:13]=[C:12]2[C:7]([C:8](=[O:26])[NH:9][C:10]3([CH2:18][CH2:17][NH:16][CH2:15][CH2:14]3)[CH2:11]2)=[N:6]1)([CH3:4])([CH3:2])[CH3:3], predict the reactants needed to synthesize it. The reactants are: [C:1]([N:5]1[CH:13]=[C:12]2[C:7]([C:8](=[O:26])[NH:9][C:10]3([CH2:18][CH2:17][N:16](C(OC(C)(C)C)=O)[CH2:15][CH2:14]3)[CH2:11]2)=[N:6]1)([CH3:4])([CH3:3])[CH3:2].[ClH:27]. (8) The reactants are: [NH2:1][C:2]1[CH:3]=[C:4]2[C:20](=[O:21])[NH:19][N:18]=[CH:17][C:6]3=[C:7]([C:11]4[CH:16]=[CH:15][CH:14]=[CH:13][CH:12]=4)[NH:8][C:9]([CH:10]=1)=[C:5]23.[C:22]([O:26][C:27]([N:29]1[CH2:34][CH2:33][CH2:32][CH2:31][C@H:30]1[C:35](O)=[O:36])=[O:28])([CH3:25])([CH3:24])[CH3:23].C(N(CC)CC)C. Given the product [C:22]([O:26][C:27]([N:29]1[CH2:34][CH2:33][CH2:32][CH2:31][C@H:30]1[C:35](=[O:36])[NH:1][C:2]1[CH:3]=[C:4]2[C:20](=[O:21])[NH:19][N:18]=[CH:17][C:6]3=[C:7]([C:11]4[CH:12]=[CH:13][CH:14]=[CH:15][CH:16]=4)[NH:8][C:9]([CH:10]=1)=[C:5]23)=[O:28])([CH3:25])([CH3:24])[CH3:23], predict the reactants needed to synthesize it. (9) Given the product [NH:18]1[CH:19]=[N:20][C:16]([C:12]2[CH:11]=[C:10]3[C:15](=[CH:14][CH:13]=2)[NH:7][N:8]=[C:9]3[C:40]2[CH:41]=[C:42]([C:43]([NH:67][C:66]3[CH:68]=[CH:69][C:63]([F:62])=[CH:64][CH:65]=3)=[O:45])[CH:47]=[CH:48][CH:49]=2)=[N:17]1, predict the reactants needed to synthesize it. The reactants are: O1CCCCC1[N:7]1[C:15]2[C:10](=[CH:11][C:12]([C:16]3[N:20]=[CH:19][N:18](C(C4C=CC=CC=4)(C4C=CC=CC=4)C4C=CC=CC=4)[N:17]=3)=[CH:13][CH:14]=2)[C:9]([C:40]2[CH:41]=[C:42]([CH:47]=[CH:48][CH:49]=2)[C:43]([O:45]C)=O)=[N:8]1.[OH-].[Li+].ON1C2C=CC=CC=2N=N1.[F:62][C:63]1[CH:69]=[CH:68][C:66]([NH2:67])=[CH:65][CH:64]=1.Cl.C(N=C=NCCCN(C)C)C.Cl.